This data is from Reaction yield outcomes from USPTO patents with 853,638 reactions. The task is: Predict the reaction yield, written as a fraction of the theoretical maximum amount of product (1.0 means a 100% yield; for example, 0.34 means a 34% yield). The reactants are [Cl:1][C:2]1[CH:9]=[C:8]([C:10]2[NH:14][N:13]=[CH:12][CH:11]=2)[CH:7]=[CH:6][C:3]=1[C:4]#[N:5].O[CH2:16][C@H:17]([NH:20]C(=O)OC(C)(C)C)[CH2:18][CH3:19]. No catalyst specified. The product is [ClH:1].[NH2:20][C@H:17]([CH2:18][CH3:19])[CH2:16][N:13]1[CH:12]=[CH:11][C:10]([C:8]2[CH:7]=[CH:6][C:3]([C:4]#[N:5])=[C:2]([Cl:1])[CH:9]=2)=[N:14]1. The yield is 0.310.